This data is from NCI-60 drug combinations with 297,098 pairs across 59 cell lines. The task is: Regression. Given two drug SMILES strings and cell line genomic features, predict the synergy score measuring deviation from expected non-interaction effect. (1) Drug 1: CC1=CC=C(C=C1)C2=CC(=NN2C3=CC=C(C=C3)S(=O)(=O)N)C(F)(F)F. Drug 2: CC1=C(N=C(N=C1N)C(CC(=O)N)NCC(C(=O)N)N)C(=O)NC(C(C2=CN=CN2)OC3C(C(C(C(O3)CO)O)O)OC4C(C(C(C(O4)CO)O)OC(=O)N)O)C(=O)NC(C)C(C(C)C(=O)NC(C(C)O)C(=O)NCCC5=NC(=CS5)C6=NC(=CS6)C(=O)NCCC[S+](C)C)O. Cell line: SK-MEL-5. Synergy scores: CSS=16.9, Synergy_ZIP=0.239, Synergy_Bliss=5.59, Synergy_Loewe=-11.1, Synergy_HSA=-0.272. (2) Drug 1: C1=CC(=CC=C1CCC2=CNC3=C2C(=O)NC(=N3)N)C(=O)NC(CCC(=O)O)C(=O)O. Drug 2: CC(C)(C#N)C1=CC(=CC(=C1)CN2C=NC=N2)C(C)(C)C#N. Cell line: SK-MEL-5. Synergy scores: CSS=5.25, Synergy_ZIP=-0.849, Synergy_Bliss=0.110, Synergy_Loewe=-4.23, Synergy_HSA=-4.42. (3) Drug 1: CCC1=CC2CC(C3=C(CN(C2)C1)C4=CC=CC=C4N3)(C5=C(C=C6C(=C5)C78CCN9C7C(C=CC9)(C(C(C8N6C)(C(=O)OC)O)OC(=O)C)CC)OC)C(=O)OC.C(C(C(=O)O)O)(C(=O)O)O. Drug 2: C1C(C(OC1N2C=NC3=C(N=C(N=C32)Cl)N)CO)O. Cell line: MDA-MB-231. Synergy scores: CSS=39.6, Synergy_ZIP=-5.96, Synergy_Bliss=0.0575, Synergy_Loewe=0.848, Synergy_HSA=1.84. (4) Drug 1: C1CCC(C1)C(CC#N)N2C=C(C=N2)C3=C4C=CNC4=NC=N3. Drug 2: CN(C)N=NC1=C(NC=N1)C(=O)N. Cell line: HCT-15. Synergy scores: CSS=7.35, Synergy_ZIP=3.75, Synergy_Bliss=6.77, Synergy_Loewe=3.71, Synergy_HSA=4.13. (5) Drug 1: CC1CCC2CC(C(=CC=CC=CC(CC(C(=O)C(C(C(=CC(C(=O)CC(OC(=O)C3CCCCN3C(=O)C(=O)C1(O2)O)C(C)CC4CCC(C(C4)OC)OCCO)C)C)O)OC)C)C)C)OC. Drug 2: C1=NC2=C(N1)C(=S)N=CN2. Cell line: SNB-19. Synergy scores: CSS=6.43, Synergy_ZIP=-4.28, Synergy_Bliss=2.62, Synergy_Loewe=0.530, Synergy_HSA=2.01. (6) Drug 1: CN(C)C1=NC(=NC(=N1)N(C)C)N(C)C. Drug 2: CNC(=O)C1=NC=CC(=C1)OC2=CC=C(C=C2)NC(=O)NC3=CC(=C(C=C3)Cl)C(F)(F)F. Cell line: SF-268. Synergy scores: CSS=28.1, Synergy_ZIP=2.14, Synergy_Bliss=9.15, Synergy_Loewe=-6.12, Synergy_HSA=3.91. (7) Drug 1: C1CCN(CC1)CCOC2=CC=C(C=C2)C(=O)C3=C(SC4=C3C=CC(=C4)O)C5=CC=C(C=C5)O. Drug 2: B(C(CC(C)C)NC(=O)C(CC1=CC=CC=C1)NC(=O)C2=NC=CN=C2)(O)O. Cell line: RXF 393. Synergy scores: CSS=4.56, Synergy_ZIP=-1.96, Synergy_Bliss=-2.14, Synergy_Loewe=-4.23, Synergy_HSA=-2.40. (8) Drug 1: CC1=C(C(CCC1)(C)C)C=CC(=CC=CC(=CC(=O)O)C)C. Drug 2: CC12CCC3C(C1CCC2O)C(CC4=C3C=CC(=C4)O)CCCCCCCCCS(=O)CCCC(C(F)(F)F)(F)F. Cell line: RPMI-8226. Synergy scores: CSS=57.9, Synergy_ZIP=-3.67, Synergy_Bliss=-6.55, Synergy_Loewe=-21.5, Synergy_HSA=-6.36. (9) Drug 1: C1=NC2=C(N=C(N=C2N1C3C(C(C(O3)CO)O)O)F)N. Drug 2: C1CC(C1)(C(=O)O)C(=O)O.[NH2-].[NH2-].[Pt+2]. Cell line: NCI-H226. Synergy scores: CSS=0.381, Synergy_ZIP=-2.27, Synergy_Bliss=-3.92, Synergy_Loewe=-3.38, Synergy_HSA=-2.87.